Predict the reaction yield, written as a fraction of the theoretical maximum amount of product (1.0 means a 100% yield; for example, 0.34 means a 34% yield). From a dataset of Reaction yield outcomes from USPTO patents with 853,638 reactions. (1) The reactants are [C:1]1(=O)[CH2:5][CH2:4][CH2:3][CH2:2]1.[NH2:7][CH:8]([C:12]1[CH:17]=[CH:16][C:15]([C:18]([F:21])([F:20])[F:19])=[CH:14][CH:13]=1)[C:9]([NH2:11])=[O:10]. The catalyst is CO.O.C1(C)C=CC(S(O)(=O)=O)=CC=1. The product is [F:19][C:18]([F:20])([F:21])[C:15]1[CH:14]=[CH:13][C:12]([CH:8]2[NH:7][C:1]3([CH2:5][CH2:4][CH2:3][CH2:2]3)[NH:11][C:9]2=[O:10])=[CH:17][CH:16]=1. The yield is 0.920. (2) The reactants are [Si](C=[N+]=[N-])(C)(C)[CH3:2].[NH2:8][C:9]1[C:17]([N+:18]([O-:20])=[O:19])=[CH:16][C:12]([C:13]([OH:15])=[O:14])=[C:11]([F:21])[C:10]=1[F:22].CO. The catalyst is C1COCC1. The product is [CH3:2][O:14][C:13](=[O:15])[C:12]1[CH:16]=[C:17]([N+:18]([O-:20])=[O:19])[C:9]([NH2:8])=[C:10]([F:22])[C:11]=1[F:21]. The yield is 0.920. (3) The reactants are [Cl:1][C:2]1[N:7]=[CH:6][C:5]([CH2:8][OH:9])=[CH:4][CH:3]=1.[H-].[Na+].Br[CH2:13][C:14]1[CH:19]=[CH:18][C:17]([C:20]2[C:21]([C:26]#[N:27])=[CH:22][CH:23]=[CH:24][CH:25]=2)=[CH:16][CH:15]=1.[Cl-].[NH4+]. The catalyst is O1CCCC1. The product is [Cl:1][C:2]1[N:7]=[CH:6][C:5]([CH2:8][O:9][CH2:13][C:14]2[CH:15]=[CH:16][C:17]([C:20]3[C:21]([C:26]#[N:27])=[CH:22][CH:23]=[CH:24][CH:25]=3)=[CH:18][CH:19]=2)=[CH:4][CH:3]=1. The yield is 0.620. (4) The reactants are Br[C:2]1[CH:11]=[C:10]2[C:5]([C:6]([NH:13][CH3:14])=[N:7][C:8]([NH2:12])=[N:9]2)=[CH:4][CH:3]=1.C(O)C.C(=O)([O-])[O-].[Na+].[Na+].[C:24]1([CH3:33])[CH:29]=[CH:28][CH:27]=[CH:26][C:25]=1B(O)O. The catalyst is O.COCCOC. The product is [CH3:14][NH:13][C:6]1[C:5]2[C:10](=[CH:11][C:2]([C:25]3[CH:26]=[CH:27][CH:28]=[CH:29][C:24]=3[CH3:33])=[CH:3][CH:4]=2)[N:9]=[C:8]([NH2:12])[N:7]=1. The yield is 0.779. (5) The reactants are [CH3:1][O:2][C:3]1[CH:10]=[CH:9][C:6]([CH:7]=O)=[CH:5][CH:4]=1.[CH3:11][C:12]1[CH:21]=[CH:20][C:15]([C:16]([O:18][CH3:19])=[O:17])=[CH:14][N:13]=1.C(OC(=O)C)(=O)C.C(OCC)(=O)C. The catalyst is [Cl-].[Na+].O.[Cl-].[Zn+2].[Cl-]. The product is [CH3:1][O:2][C:3]1[CH:10]=[CH:9][C:6](/[CH:7]=[CH:11]/[C:12]2[CH:21]=[CH:20][C:15]([C:16]([O:18][CH3:19])=[O:17])=[CH:14][N:13]=2)=[CH:5][CH:4]=1. The yield is 0.210.